The task is: Regression. Given two drug SMILES strings and cell line genomic features, predict the synergy score measuring deviation from expected non-interaction effect.. This data is from NCI-60 drug combinations with 297,098 pairs across 59 cell lines. (1) Drug 1: C1=CC(=C2C(=C1NCCNCCO)C(=O)C3=C(C=CC(=C3C2=O)O)O)NCCNCCO. Drug 2: COCCOC1=C(C=C2C(=C1)C(=NC=N2)NC3=CC=CC(=C3)C#C)OCCOC.Cl. Cell line: NCI-H460. Synergy scores: CSS=52.4, Synergy_ZIP=8.50, Synergy_Bliss=6.67, Synergy_Loewe=-19.0, Synergy_HSA=6.62. (2) Drug 1: CC1=CC2C(CCC3(C2CCC3(C(=O)C)OC(=O)C)C)C4(C1=CC(=O)CC4)C. Drug 2: C1CCC(C(C1)N)N.C(=O)(C(=O)[O-])[O-].[Pt+4]. Cell line: OVCAR-4. Synergy scores: CSS=4.23, Synergy_ZIP=-2.01, Synergy_Bliss=-1.38, Synergy_Loewe=-54.8, Synergy_HSA=-0.982. (3) Drug 1: C1=CC(=CC=C1CCC2=CNC3=C2C(=O)NC(=N3)N)C(=O)NC(CCC(=O)O)C(=O)O. Drug 2: CNC(=O)C1=NC=CC(=C1)OC2=CC=C(C=C2)NC(=O)NC3=CC(=C(C=C3)Cl)C(F)(F)F. Cell line: NCI/ADR-RES. Synergy scores: CSS=48.1, Synergy_ZIP=-1.25, Synergy_Bliss=1.56, Synergy_Loewe=2.10, Synergy_HSA=2.50.